Dataset: Forward reaction prediction with 1.9M reactions from USPTO patents (1976-2016). Task: Predict the product of the given reaction. (1) Given the reactants CN1C(=O)CCC1.[CH:8]1([NH:11][C:12]([C:14]2[CH:19]=[CH:18][C:17]([C:20]3[N:24]4[CH:25]=[C:26]([C:33]([NH2:35])=[O:34])[N:27]=[C:28](S(C)(=O)=O)[C:23]4=[N:22][CH:21]=3)=[CH:16][CH:15]=2)=[O:13])[CH2:10][CH2:9]1.[O:36]1[CH2:41][CH2:40][CH:39]([CH2:42][NH2:43])[CH2:38][CH2:37]1.O, predict the reaction product. The product is: [CH:8]1([NH:11][C:12]([C:14]2[CH:19]=[CH:18][C:17]([C:20]3[N:24]4[CH:25]=[C:26]([C:33]([NH2:35])=[O:34])[N:27]=[C:28]([NH:43][CH2:42][CH:39]5[CH2:40][CH2:41][O:36][CH2:37][CH2:38]5)[C:23]4=[N:22][CH:21]=3)=[CH:16][CH:15]=2)=[O:13])[CH2:10][CH2:9]1. (2) Given the reactants C(O[C:4]1[C:5](=[O:20])[C:6](=[O:19])[C:7]=1[NH:8][C:9]1[CH:14]=[CH:13][C:12]([N+:15]([O-:17])=[O:16])=[CH:11][C:10]=1[OH:18])C.[Cl:21][C:22]1[CH:28]=[CH:27][CH:26]=[CH:25][C:23]=1[NH2:24].C(OC(=O)C)C, predict the reaction product. The product is: [Cl:21][C:22]1[CH:28]=[CH:27][CH:26]=[CH:25][C:23]=1[NH:24][C:4]1[C:5](=[O:20])[C:6](=[O:19])[C:7]=1[NH:8][C:9]1[CH:14]=[CH:13][C:12]([N+:15]([O-:17])=[O:16])=[CH:11][C:10]=1[OH:18].